This data is from Forward reaction prediction with 1.9M reactions from USPTO patents (1976-2016). The task is: Predict the product of the given reaction. (1) Given the reactants [C:1]([O:5][C:6](=[O:31])[NH:7][C:8]1[S:9][C:10]2[CH:19]=[CH:18][C:17](=[O:20])[C:16]3[C:12](=[CH:13][N:14]([CH2:21][C:22]4[CH:27]=[CH:26][C:25]([O:28][CH3:29])=[CH:24][CH:23]=4)[N:15]=3)[C:11]=2[N:30]=1)([CH3:4])([CH3:3])[CH3:2], predict the reaction product. The product is: [C:1]([O:5][C:6](=[O:31])[NH:7][C:8]1[S:9][C:10]2[CH2:19][CH2:18][C:17](=[O:20])[C:16]3[C:12](=[CH:13][N:14]([CH2:21][C:22]4[CH:23]=[CH:24][C:25]([O:28][CH3:29])=[CH:26][CH:27]=4)[N:15]=3)[C:11]=2[N:30]=1)([CH3:4])([CH3:2])[CH3:3]. (2) Given the reactants S(Cl)([Cl:3])=O.[CH:5]1[C:14]2[C:9](=[CH:10][CH:11]=[CH:12][CH:13]=2)[CH:8]=[CH:7][C:6]=1[NH:15][CH2:16][C:17]([OH:19])=[O:18].[CH3:20]O, predict the reaction product. The product is: [ClH:3].[CH3:20][O:18][C:17](=[O:19])[CH2:16][NH:15][C:6]1[CH:7]=[CH:8][C:9]2[C:14](=[CH:13][CH:12]=[CH:11][CH:10]=2)[CH:5]=1. (3) Given the reactants [CH2:1]([S:3][C:4]1[NH:5][C:6](=O)[C:7]2[S:12][C:11]3[N:13]=[C:14]([C:18]4[CH:23]=[CH:22][CH:21]=[CH:20][CH:19]=4)[CH:15]=[C:16]([CH3:17])[C:10]=3[C:8]=2[N:9]=1)[CH3:2].O=P(Cl)(Cl)[Cl:27].C(=O)([O-])O.[Na+], predict the reaction product. The product is: [Cl:27][C:6]1[C:7]2[S:12][C:11]3[N:13]=[C:14]([C:18]4[CH:23]=[CH:22][CH:21]=[CH:20][CH:19]=4)[CH:15]=[C:16]([CH3:17])[C:10]=3[C:8]=2[N:9]=[C:4]([S:3][CH2:1][CH3:2])[N:5]=1. (4) Given the reactants [CH3:1][C:2]1([CH3:12])[C:10]2[S:9][C:8]([NH2:11])=[N:7][C:6]=2[CH2:5][CH2:4][O:3]1.[Cl:13][C:14]1[CH:15]=[CH:16][C:17]([O:23][CH3:24])=[C:18]([CH:22]=1)[C:19](O)=[O:20].CCN=C=NCCCN(C)C.Cl.ON1C2C=CC=CC=2N=N1.C(N(CC)CC)C, predict the reaction product. The product is: [Cl:13][C:14]1[CH:15]=[CH:16][C:17]([O:23][CH3:24])=[C:18]([CH:22]=1)[C:19]([NH:11][C:8]1[S:9][C:10]2[C:2]([CH3:12])([CH3:1])[O:3][CH2:4][CH2:5][C:6]=2[N:7]=1)=[O:20]. (5) Given the reactants [Cl:1][C:2]1[C:3]([CH2:11][C:12]2[CH:17]=[CH:16][C:15]([F:18])=[CH:14][CH:13]=2)=[CH:4][C:5]([C:8]([OH:10])=O)=[N:6][CH:7]=1.[NH2:19][C@:20]([CH3:26])([CH:23]([CH3:25])[CH3:24])[CH2:21][OH:22], predict the reaction product. The product is: [OH:22][CH2:21][C@@:20]([NH:19][C:8]([C:5]1[CH:4]=[C:3]([CH2:11][C:12]2[CH:17]=[CH:16][C:15]([F:18])=[CH:14][CH:13]=2)[C:2]([Cl:1])=[CH:7][N:6]=1)=[O:10])([CH3:26])[CH:23]([CH3:25])[CH3:24]. (6) Given the reactants [Cl:1][C:2]1[C:3]2[S:10][C:9](I)=[CH:8][C:4]=2[N:5]=[CH:6][N:7]=1.C([Sn](CCCC)(CCCC)[C:17]1[CH:22]=[CH:21][N:20]=[CH:19][N:18]=1)CCC.C1([As](C2C=CC=CC=2)C2C=CC=CC=2)C=CC=CC=1, predict the reaction product. The product is: [Cl:1][C:2]1[C:3]2[S:10][C:9]([C:22]3[CH:17]=[N:18][CH:19]=[N:20][CH:21]=3)=[CH:8][C:4]=2[N:5]=[CH:6][N:7]=1.